From a dataset of M1 muscarinic receptor antagonist screen with 61,756 compounds. Binary Classification. Given a drug SMILES string, predict its activity (active/inactive) in a high-throughput screening assay against a specified biological target. The molecule is O=C(N1CCN(CC1)c1c(c(ccc1)C)C)CCn1c(=O)c2c([nH]c1=O)cccc2. The result is 0 (inactive).